This data is from Reaction yield outcomes from USPTO patents with 853,638 reactions. The task is: Predict the reaction yield, written as a fraction of the theoretical maximum amount of product (1.0 means a 100% yield; for example, 0.34 means a 34% yield). (1) The reactants are [CH3:1][O:2][C:3]([C:5]1[CH:10]=[CH:9][CH:8]=[C:7]([C:11]2[CH:12]=[N:13][N:14](C(OC(C)(C)C)=O)[CH:15]=2)[N:6]=1)=[O:4].Cl.Cl.O1CCOCC1.C(=O)([O-])[O-].[Na+].[Na+]. The catalyst is CO.CC(=O)OCC. The product is [CH3:1][O:2][C:3]([C:5]1[CH:10]=[CH:9][CH:8]=[C:7]([C:11]2[CH:15]=[N:14][NH:13][CH:12]=2)[N:6]=1)=[O:4]. The yield is 0.680. (2) The reactants are [Cl:1][C:2]1[CH:7]=[C:6]([N+:8]([O-])=O)[CH:5]=[CH:4][C:3]=1[S:11][C:12]1[CH:17]=[CH:16][CH:15]=[CH:14][CH:13]=1.[Cl-].[NH4+].CO. The catalyst is [Fe].O. The product is [Cl:1][C:2]1[CH:7]=[C:6]([CH:5]=[CH:4][C:3]=1[S:11][C:12]1[CH:17]=[CH:16][CH:15]=[CH:14][CH:13]=1)[NH2:8]. The yield is 0.440. (3) The reactants are [N:1]1[CH:6]=[CH:5][CH:4]=[C:3]([NH:7][C:8](=[O:15])OCC(Cl)(Cl)Cl)[N:2]=1.Cl.Cl.[F:18][C:19]1[CH:24]=[CH:23][C:22]([C:25]2[CH:30]=[CH:29][N:28]=[C:27]([N:31]3[CH2:36][CH2:35][NH:34][CH2:33][CH2:32]3)[N:26]=2)=[CH:21][CH:20]=1. The catalyst is O1CCCC1.CCCCCC. The product is [F:18][C:19]1[CH:24]=[CH:23][C:22]([C:25]2[CH:30]=[CH:29][N:28]=[C:27]([N:31]3[CH2:32][CH2:33][N:34]([C:8]([NH:7][C:3]4[N:2]=[N:1][CH:6]=[CH:5][CH:4]=4)=[O:15])[CH2:35][CH2:36]3)[N:26]=2)=[CH:21][CH:20]=1. The yield is 0.770. (4) The reactants are C([N:8]1[CH2:13][CH2:12][N:11]([C:14]([C:16]2[CH:21]=[C:20]([F:22])[C:19]([F:23])=[C:18]([F:24])[CH:17]=2)=[O:15])[CH2:10][CH2:9]1)C1C=CC=CC=1. The catalyst is CO.[Pd]. The product is [N:11]1([C:14]([C:16]2[CH:17]=[C:18]([F:24])[C:19]([F:23])=[C:20]([F:22])[CH:21]=2)=[O:15])[CH2:12][CH2:13][NH:8][CH2:9][CH2:10]1. The yield is 0.950. (5) The reactants are C1([O:7][C:8](=O)[NH:9][C:10]2[CH:15]=[C:14]([O:16][C:17]3[CH:22]=[CH:21][C:20]([NH:23][C:24]([C:26]4[C:27](=[O:39])[N:28]([C:33]5[CH:38]=[CH:37][CH:36]=[CH:35][CH:34]=5)[N:29]([CH3:32])[C:30]=4[CH3:31])=[O:25])=[CH:19][C:18]=3[F:40])[CH:13]=[CH:12][N:11]=2)C=CC=CC=1.[CH3:42][NH:43][CH3:44]. The catalyst is CN1C(=O)CCC1. The product is [CH3:42][N:43]([CH3:44])[C:8](=[O:7])[NH:9][C:10]1[CH:15]=[C:14]([O:16][C:17]2[CH:22]=[CH:21][C:20]([NH:23][C:24]([C:26]3[C:27](=[O:39])[N:28]([C:33]4[CH:38]=[CH:37][CH:36]=[CH:35][CH:34]=4)[N:29]([CH3:32])[C:30]=3[CH3:31])=[O:25])=[CH:19][C:18]=2[F:40])[CH:13]=[CH:12][N:11]=1. The yield is 0.270. (6) The yield is 0.630. The product is [CH3:18][O:19][CH2:20][CH2:21][O:22][C@@H:6]1[C@H:7]([OH:12])[C@@H:8]([CH2:10][OH:11])[O:9][C@H:5]1[N:4]1[CH:3]=[C:2]([CH3:1])[C:16](=[O:17])[NH:15][C:14]1=[O:13]. The reactants are [CH3:1][C:2]1[C:16](=[O:17])[N:15]=[C:14]2[N:4]([C@@H:5]3[O:9][C@H:8]([CH2:10][OH:11])[C@@H:7]([OH:12])[C@@H:6]3[O:13]2)[CH:3]=1.[CH3:18][O:19][CH2:20][CH2:21][O:22]B([O:22][CH2:21][CH2:20][O:19][CH3:18])[O:22][CH2:21][CH2:20][O:19][CH3:18]. The catalyst is COCCO.